From a dataset of CYP2D6 inhibition data for predicting drug metabolism from PubChem BioAssay. Regression/Classification. Given a drug SMILES string, predict its absorption, distribution, metabolism, or excretion properties. Task type varies by dataset: regression for continuous measurements (e.g., permeability, clearance, half-life) or binary classification for categorical outcomes (e.g., BBB penetration, CYP inhibition). Dataset: cyp2d6_veith. The compound is Cc1cccc(Cl)c1NC[C@H](O)CN1CCN(C)CC1. The result is 0 (non-inhibitor).